Dataset: Full USPTO retrosynthesis dataset with 1.9M reactions from patents (1976-2016). Task: Predict the reactants needed to synthesize the given product. (1) Given the product [OH:1][C@@H:2]([C@H:4]1[C:10](=[O:11])[N:9]2[C@@H:5]1[CH2:6][C:7]([C:15]1[CH:20]=[CH:19][C:18]([N:21]3[CH2:25][CH2:24][N:23]([CH3:26])[C:22]3=[O:27])=[CH:17][CH:16]=1)=[C:8]2[C:12]([O:14][CH2:36][O:35][C:29](=[O:34])[C:30]([CH3:33])([CH3:32])[CH3:31])=[O:13])[CH3:3], predict the reactants needed to synthesize it. The reactants are: [OH:1][C@@H:2]([C@H:4]1[C:10](=[O:11])[N:9]2[C@@H:5]1[CH2:6][C:7]([C:15]1[CH:20]=[CH:19][C:18]([N:21]3[CH2:25][CH2:24][N:23]([CH3:26])[C:22]3=[O:27])=[CH:17][CH:16]=1)=[C:8]2[C:12]([O-:14])=[O:13])[CH3:3].[Na+].[C:29]([O:35][CH2:36]I)(=[O:34])[C:30]([CH3:33])([CH3:32])[CH3:31]. (2) Given the product [C:11]1([C:14]2[CH:19]=[CH:18][CH:17]=[CH:16][CH:15]=2)[CH:10]=[CH:9][C:8]([NH:7][C:5](=[O:6])[C:4]2[CH:20]=[CH:21][C:22]([S:23][CH3:24])=[C:2]([NH:1][C:32](=[O:33])[CH2:31][N:25]3[CH2:30][CH2:29][O:28][CH2:27][CH2:26]3)[CH:3]=2)=[CH:13][CH:12]=1, predict the reactants needed to synthesize it. The reactants are: [NH2:1][C:2]1[CH:3]=[C:4]([CH:20]=[CH:21][C:22]=1[S:23][CH3:24])[C:5]([NH:7][C:8]1[CH:13]=[CH:12][C:11]([C:14]2[CH:19]=[CH:18][CH:17]=[CH:16][CH:15]=2)=[CH:10][CH:9]=1)=[O:6].[N:25]1([CH2:31][C:32](O)=[O:33])[CH2:30][CH2:29][O:28][CH2:27][CH2:26]1.C1CN([P+](ON2N=NC3C=CC=CC2=3)(N2CCCC2)N2CCCC2)CC1.F[P-](F)(F)(F)(F)F.C(N(C(C)C)C(C)C)C. (3) Given the product [CH3:17][N:16]1[C:15](=[O:18])[O:14][N:13]=[C:12]1/[C:11](=[N:10]\[O:9][CH2:8][C:6]1[N:7]=[C:2]([NH:1][C:32](=[O:33])[O:34][C:35]([CH3:38])([CH3:37])[CH3:36])[CH:3]=[CH:4][CH:5]=1)/[C:19]1[CH:24]=[CH:23][CH:22]=[CH:21][CH:20]=1, predict the reactants needed to synthesize it. The reactants are: [NH2:1][C:2]1[N:7]=[C:6]([CH2:8][O:9]/[N:10]=[C:11](/[C:19]2[CH:24]=[CH:23][CH:22]=[CH:21][CH:20]=2)\[C:12]2[N:16]([CH3:17])[C:15](=[O:18])[O:14][N:13]=2)[CH:5]=[CH:4][CH:3]=1.C(N(CC)CC)C.[C:32](O[C:32]([O:34][C:35]([CH3:38])([CH3:37])[CH3:36])=[O:33])([O:34][C:35]([CH3:38])([CH3:37])[CH3:36])=[O:33].FC(F)(F)C(O)=O.